The task is: Predict the reactants needed to synthesize the given product.. This data is from Full USPTO retrosynthesis dataset with 1.9M reactions from patents (1976-2016). (1) Given the product [C:18]([NH:7][C:6]1[CH:8]=[CH:9][CH:10]=[C:4]([N+:1]([O-:3])=[O:2])[CH:5]=1)(=[O:25])[C:19]1[CH:24]=[CH:23][CH:22]=[CH:21][CH:20]=1, predict the reactants needed to synthesize it. The reactants are: [N+:1]([C:4]1[CH:5]=[C:6]([CH:8]=[CH:9][CH:10]=1)[NH2:7])([O-:3])=[O:2].C(N(CC)CC)C.[C:18](Cl)(=[O:25])[C:19]1[CH:24]=[CH:23][CH:22]=[CH:21][CH:20]=1.C(OCC)(=O)C. (2) Given the product [CH:6]1([CH2:5][CH:4]([C:11]2[CH:16]=[CH:15][C:14]([N:17]3[C:21]([CH3:22])=[N:20][N:19]=[N:18]3)=[C:13]([F:23])[CH:12]=2)[C:3]([OH:24])=[O:2])[CH2:10][CH2:9][CH2:8][CH2:7]1, predict the reactants needed to synthesize it. The reactants are: C[O:2][C:3](=[O:24])[CH:4]([C:11]1[CH:16]=[CH:15][C:14]([N:17]2[C:21]([CH3:22])=[N:20][N:19]=[N:18]2)=[C:13]([F:23])[CH:12]=1)[CH2:5][CH:6]1[CH2:10][CH2:9][CH2:8][CH2:7]1.[OH-].[Na+].